From a dataset of Peptide-MHC class II binding affinity with 134,281 pairs from IEDB. Regression. Given a peptide amino acid sequence and an MHC pseudo amino acid sequence, predict their binding affinity value. This is MHC class II binding data. (1) The peptide sequence is AREKNPRLCTKEEFI. The MHC is HLA-DQA10601-DQB10402 with pseudo-sequence HLA-DQA10601-DQB10402. The binding affinity (normalized) is 0. (2) The binding affinity (normalized) is 0.689. The peptide sequence is GELQIVDKHDAAFKI. The MHC is DRB1_1101 with pseudo-sequence DRB1_1101. (3) The peptide sequence is HGRKDLKIVDIKLAS. The MHC is DRB1_0101 with pseudo-sequence DRB1_0101. The binding affinity (normalized) is 0.486. (4) The peptide sequence is PKDMTYRRLISMMGF. The MHC is DRB1_0301 with pseudo-sequence DRB1_0301. The binding affinity (normalized) is 0.103. (5) The peptide sequence is IALYQPSSGCYIHFF. The MHC is DRB1_0101 with pseudo-sequence DRB1_0101. The binding affinity (normalized) is 0.936. (6) The peptide sequence is CGLFGKGSIVACAKF. The MHC is DRB1_0701 with pseudo-sequence DRB1_0701. The binding affinity (normalized) is 0.231. (7) The peptide sequence is TRKIMKVVNRWLFRHHHHHH. The MHC is DRB1_1301 with pseudo-sequence DRB1_1301. The binding affinity (normalized) is 0. (8) The peptide sequence is CPKYVKQNTLKLATG. The MHC is HLA-DPA10201-DPB10501 with pseudo-sequence HLA-DPA10201-DPB10501. The binding affinity (normalized) is 0.387. (9) The peptide sequence is TLTPMMSSKFPELGM. The MHC is HLA-DQA10301-DQB10302 with pseudo-sequence HLA-DQA10301-DQB10302. The binding affinity (normalized) is 0.0142. (10) The binding affinity (normalized) is 0.887. The peptide sequence is RGQALLVNSSQPWEP. The MHC is DRB1_1302 with pseudo-sequence DRB1_1302.